Task: Predict the reactants needed to synthesize the given product.. Dataset: Full USPTO retrosynthesis dataset with 1.9M reactions from patents (1976-2016) (1) Given the product [Cl:8][C:4]1[CH:3]=[C:2]([C:10]#[C:9][Si:11]([CH3:14])([CH3:13])[CH3:12])[CH:7]=[CH:6][N:5]=1, predict the reactants needed to synthesize it. The reactants are: Br[C:2]1[CH:7]=[CH:6][N:5]=[C:4]([Cl:8])[CH:3]=1.[C:9]([Si:11]([CH3:14])([CH3:13])[CH3:12])#[CH:10]. (2) The reactants are: [CH3:1][O:2][C:3]1[CH:8]=[CH:7][CH:6]=[C:5]([C:9]([F:12])([F:11])[F:10])[C:4]=1[CH3:13].C(Cl)(Cl)(Cl)Cl.[Br:19]Br. Given the product [Br:19][C:6]1[CH:7]=[CH:8][C:3]([O:2][CH3:1])=[C:4]([CH3:13])[C:5]=1[C:9]([F:10])([F:11])[F:12], predict the reactants needed to synthesize it. (3) Given the product [CH2:8]([O:9][CH2:10][CH2:11][O:19][C:16]1[CH:17]=[CH:18][C:13]([Br:12])=[CH:14][CH:15]=1)[C:3]1[CH:4]=[CH:5][CH:6]=[CH:7][CH:2]=1, predict the reactants needed to synthesize it. The reactants are: Br[C:2]1[CH:7]=[CH:6][CH:5]=[CH:4][C:3]=1[CH2:8][O:9][CH2:10][CH3:11].[Br:12][C:13]1[CH:18]=[CH:17][C:16]([OH:19])=[CH:15][CH:14]=1. (4) The reactants are: [CH3:1][N:2]1[C:6]([CH2:7][CH2:8][C:9]([OH:11])=O)=[N:5][C:4]([N:12]2[CH2:16][CH2:15][CH2:14][CH2:13]2)=[N:3]1.C(N1C=CN=C1)(N1C=CN=C1)=O.[NH2:29][N:30]1[C:34]([CH3:35])=[C:33]([CH3:36])[N:32]=[C:31]1[C:37]([NH2:39])=[O:38]. Given the product [CH3:36][C:33]1[N:32]=[C:31]([C:37]([NH2:39])=[O:38])[N:30]([NH:29][C:9](=[O:11])[CH2:8][CH2:7][C:6]2[N:2]([CH3:1])[N:3]=[C:4]([N:12]3[CH2:16][CH2:15][CH2:14][CH2:13]3)[N:5]=2)[C:34]=1[CH3:35], predict the reactants needed to synthesize it.